Task: Predict the reaction yield, written as a fraction of the theoretical maximum amount of product (1.0 means a 100% yield; for example, 0.34 means a 34% yield).. Dataset: Reaction yield outcomes from USPTO patents with 853,638 reactions (1) The reactants are [F:1][C:2]1[CH:3]=[C:4]([CH2:10][C:11]([OH:13])=O)[CH:5]=[C:6]([F:9])[C:7]=1[F:8].[C:14](Cl)(=O)[C:15](Cl)=O.[Cl-].[Al+3].[Cl-].[Cl-].Cl. The catalyst is C(Cl)Cl.CN(C)C=O. The product is [F:9][C:6]1[C:7]([F:8])=[C:2]([F:1])[CH:3]=[C:4]2[C:5]=1[CH2:14][CH2:15][C:11](=[O:13])[CH2:10]2. The yield is 0.910. (2) The reactants are [N+:1]([C:4]1[CH:5]=[CH:6][C:7]2[NH:12][C:11](=[O:13])[CH2:10][O:9][C:8]=2[CH:14]=1)([O-:3])=[O:2].Cl.Cl[CH2:17][CH2:18][N:19]([CH3:21])[CH3:20].C([O-])([O-])=O.[K+].[K+]. The catalyst is CN(C=O)C.O. The product is [CH3:20][N:19]([CH3:21])[CH2:18][CH2:17][N:12]1[C:11](=[O:13])[CH2:10][O:9][C:8]2[CH:14]=[C:4]([N+:1]([O-:3])=[O:2])[CH:5]=[CH:6][C:7]1=2. The yield is 0.760. (3) The reactants are [F:1][C:2]([F:19])([F:18])[C:3](=O)[CH2:4][C:5]([C:7]1[CH:12]=[CH:11][C:10]([C:13]([F:16])([F:15])[F:14])=[CH:9][CH:8]=1)=O.[CH2:20]([O:22][C:23]([C:25]1[N:26]=[CH:27][NH:28][C:29]=1[NH2:30])=[O:24])[CH3:21]. The catalyst is C(O)(=O)C. The product is [CH2:20]([O:22][C:23]([C:25]1[N:26]=[CH:27][N:28]2[C:3]([C:2]([F:19])([F:18])[F:1])=[CH:4][C:5]([C:7]3[CH:12]=[CH:11][C:10]([C:13]([F:16])([F:15])[F:14])=[CH:9][CH:8]=3)=[N:30][C:29]=12)=[O:24])[CH3:21]. The yield is 0.430. (4) The reactants are [F:1][C:2]1([F:59])[CH2:7][CH2:6][CH:5]([C:8]2[C:17]3[CH:16]([O:18]CC4C=CC(OC)=CC=4)[CH2:15][C:14]([CH3:29])([CH3:28])[CH2:13][C:12]=3[N:11]=[C:10]([CH:30]3[CH2:35][CH2:34][N:33]([C:36]4[N:41]=[CH:40][C:39]([CH2:42][O:43][CH:44]([CH3:46])[CH3:45])=[CH:38][N:37]=4)[CH2:32][CH2:31]3)[C:9]=2[CH:47]([F:58])[C:48]2[CH:53]=[CH:52][C:51]([C:54]([F:57])([F:56])[F:55])=[CH:50][CH:49]=2)[CH2:4][CH2:3]1.FC1(F)CCC(C2C3C(OCC4C=CC(OC)=CC=4)CC(C)(C)CC=3N=C(C3CCN(C4N=CC(COCC)=CN=4)CC3)C=2C(F)C2C=CC(C(F)(F)F)=CC=2)CC1. No catalyst specified. The product is [F:59][C:2]1([F:1])[CH2:3][CH2:4][CH:5]([C:8]2[C:17]3[CH:16]([OH:18])[CH2:15][C:14]([CH3:29])([CH3:28])[CH2:13][C:12]=3[N:11]=[C:10]([CH:30]3[CH2:35][CH2:34][N:33]([C:36]4[N:41]=[CH:40][C:39]([CH2:42][O:43][CH:44]([CH3:45])[CH3:46])=[CH:38][N:37]=4)[CH2:32][CH2:31]3)[C:9]=2[CH:47]([F:58])[C:48]2[CH:49]=[CH:50][C:51]([C:54]([F:55])([F:57])[F:56])=[CH:52][CH:53]=2)[CH2:6][CH2:7]1. The yield is 0.670. (5) The reactants are C([NH:9][C:10](=[S:23])[NH:11][CH2:12][CH2:13][CH2:14][NH:15][C:16](=[O:22])[O:17][C:18]([CH3:21])([CH3:20])[CH3:19])(=O)C1C=CC=CC=1.[OH-].[Na+]. The catalyst is CO. The product is [NH:11]([CH2:12][CH2:13][CH2:14][NH:15][C:16](=[O:22])[O:17][C:18]([CH3:20])([CH3:19])[CH3:21])[C:10]([NH2:9])=[S:23]. The yield is 0.502. (6) The reactants are [C:1]([O:5][C:6]([N:8]1[C:16]2[C:11](=[CH:12][CH:13]=[C:14]([N+:17]([O-])=O)[CH:15]=2)[C:10]([C:20]2[CH:25]=[CH:24][CH:23]=[CH:22][CH:21]=2)=[N:9]1)=[O:7])([CH3:4])([CH3:3])[CH3:2]. The catalyst is C(OCC)(=O)C.C(O)C.O1CCCC1.[Pt](=O)=O. The product is [C:1]([O:5][C:6]([N:8]1[C:16]2[C:11](=[CH:12][CH:13]=[C:14]([NH2:17])[CH:15]=2)[C:10]([C:20]2[CH:25]=[CH:24][CH:23]=[CH:22][CH:21]=2)=[N:9]1)=[O:7])([CH3:4])([CH3:2])[CH3:3]. The yield is 1.00. (7) The reactants are [O:1]=[C:2]1[C:8]2[CH:9]=[CH:10][CH:11]=[CH:12][C:7]=2[O:6][C:5]2[S:13][C:14](C(O)=O)=[CH:15][C:4]=2[NH:3]1. The catalyst is C(O)(=O)C. The product is [S:13]1[C:5]2[O:6][C:7]3[CH:12]=[CH:11][CH:10]=[CH:9][C:8]=3[C:2](=[O:1])[NH:3][C:4]=2[CH:15]=[CH:14]1. The yield is 0.790. (8) The catalyst is C1COCC1. The yield is 0.950. The reactants are I[C:2]1[CH:3]=[C:4]([C:8]([F:11])([F:10])[F:9])[CH:5]=[CH:6][CH:7]=1.C([Mg]Cl)(C)C.[Cl-].[Li+].[F:19][C:20]1[CH:25]=[CH:24][C:23]([CH:26]([NH:33][C:34](=[O:40])[O:35][C:36]([CH3:39])([CH3:38])[CH3:37])[C:27](N(OC)C)=[O:28])=[CH:22][CH:21]=1.[Cl-].[NH4+]. The product is [F:19][C:20]1[CH:25]=[CH:24][C:23]([CH:26]([NH:33][C:34](=[O:40])[O:35][C:36]([CH3:38])([CH3:37])[CH3:39])[C:27](=[O:28])[C:2]2[CH:7]=[CH:6][CH:5]=[C:4]([C:8]([F:11])([F:10])[F:9])[CH:3]=2)=[CH:22][CH:21]=1.